This data is from Forward reaction prediction with 1.9M reactions from USPTO patents (1976-2016). The task is: Predict the product of the given reaction. (1) The product is: [Cl:1][C:2]1[S:6][C:5]([S:7]([NH:10][C:11]2[C:19]3[C:14](=[C:15]([F:22])[CH:16]=[CH:17][C:18]=3[OH:20])[N:13]([CH2:23][C:24]3[CH:25]=[C:26]([CH:30]=[CH:31][CH:32]=3)[C:27]([NH2:29])=[O:28])[N:12]=2)(=[O:9])=[O:8])=[CH:4][CH:3]=1. Given the reactants [Cl:1][C:2]1[S:6][C:5]([S:7]([NH:10][C:11]2[C:19]3[C:14](=[C:15]([F:22])[CH:16]=[CH:17][C:18]=3[O:20]C)[N:13]([CH2:23][C:24]3[CH:25]=[C:26]([CH:30]=[CH:31][CH:32]=3)[C:27]([NH2:29])=[O:28])[N:12]=2)(=[O:9])=[O:8])=[CH:4][CH:3]=1.B(Br)(Br)Br.C(=O)(O)[O-].[Na+], predict the reaction product. (2) Given the reactants [C:1]([C:4]1[C:13]2[C:8](=[CH:9][CH:10]=[CH:11][CH:12]=2)[C:7](=[O:14])[O:6][C:5]=1[NH:15][C@H:16]([C:19]1[CH:24]=[CH:23][CH:22]=[CH:21][CH:20]=1)[CH2:17][CH3:18])(=O)[CH3:2].[Cl:25][C:26]1[CH:27]=[C:28]([CH:30]=[CH:31][C:32]=1[Cl:33])[NH2:29], predict the reaction product. The product is: [C:19]1([C@@H:16]([NH:15][C:5]([C:4]2[C:13]3[C:8](=[CH:9][CH:10]=[CH:11][CH:12]=3)[C:7](=[O:14])[N:29]([C:28]3[CH:30]=[CH:31][C:32]([Cl:33])=[C:26]([Cl:25])[CH:27]=3)[C:1]=2[CH3:2])=[O:6])[CH2:17][CH3:18])[CH:20]=[CH:21][CH:22]=[CH:23][CH:24]=1. (3) Given the reactants [C:1]12(C)[C:8](C)(C)[CH:5]([CH2:6][CH2:7]1)[CH2:4][C:2]2=[O:3].[C:12](OCC)(=[O:18])[C:13]([O:15][CH2:16][CH3:17])=[O:14].[H-].[Na+].CCOC(C)=O, predict the reaction product. The product is: [OH:18][C:12](=[C:4]1[C:2](=[O:3])[CH:1]2[CH2:8][CH:5]1[CH2:6][CH2:7]2)[C:13]([O:15][CH2:16][CH3:17])=[O:14].